Dataset: Peptide-MHC class II binding affinity with 134,281 pairs from IEDB. Task: Regression. Given a peptide amino acid sequence and an MHC pseudo amino acid sequence, predict their binding affinity value. This is MHC class II binding data. (1) The peptide sequence is LFKVRNGGEIGAVAL. The MHC is DRB4_0103 with pseudo-sequence DRB4_0103. The binding affinity (normalized) is 0.452. (2) The peptide sequence is EKKYFAATQFAPLAA. The MHC is DRB1_0101 with pseudo-sequence DRB1_0101. The binding affinity (normalized) is 0.687. (3) The peptide sequence is MLEKTKEDLFGKKNL. The MHC is HLA-DQA10102-DQB10501 with pseudo-sequence HLA-DQA10102-DQB10501. The binding affinity (normalized) is 0.